The task is: Predict which catalyst facilitates the given reaction.. This data is from Catalyst prediction with 721,799 reactions and 888 catalyst types from USPTO. (1) The catalyst class is: 5. Reactant: [C:1]([O:5][C:6]([N:8]1[CH2:20][C@@H:19]([CH3:21])[N:18]2[C@H:10]([CH2:11][C:12]3[C:17]2=[N:16][C:15]([CH2:22][O:23][CH2:24][CH2:25][O:26]C2CCCCO2)=[CH:14][CH:13]=3)[CH2:9]1)=[O:7])([CH3:4])([CH3:3])[CH3:2].C1(C)C=CC(S(O)(=O)=O)=CC=1. Product: [C:1]([O:5][C:6]([N:8]1[CH2:20][C@@H:19]([CH3:21])[N:18]2[C@H:10]([CH2:11][C:12]3[C:17]2=[N:16][C:15]([CH2:22][O:23][CH2:24][CH2:25][OH:26])=[CH:14][CH:13]=3)[CH2:9]1)=[O:7])([CH3:4])([CH3:3])[CH3:2]. (2) Reactant: [O:1]1[C:5]2[CH:6]=[CH:7][CH:8]=[CH:9][C:4]=2[CH:3]=[C:2]1[C:10]([NH:12][CH2:13][CH2:14][S:15][C:16]1[CH:25]=[CH:24][C:19]([C:20](OC)=[O:21])=[CH:18][CH:17]=1)=[O:11].[NH2:26][OH:27].CO.[OH-].[Na+]. Product: [OH:27][NH:26][C:20](=[O:21])[C:19]1[CH:24]=[CH:25][C:16]([S:15][CH2:14][CH2:13][NH:12][C:10]([C:2]2[O:1][C:5]3[CH:6]=[CH:7][CH:8]=[CH:9][C:4]=3[CH:3]=2)=[O:11])=[CH:17][CH:18]=1. The catalyst class is: 20. (3) Reactant: Br[C:2]1[C:6]2[CH2:7][N:8]([C:11](=[O:13])[CH3:12])[CH2:9][CH2:10][C:5]=2[N:4]([CH3:14])[N:3]=1.[CH3:15][N:16]1[CH:20]=[C:19]([C:21]2[CH:29]=[C:28]3[C:24]([CH2:25][CH2:26][NH:27]3)=[CH:23][CH:22]=2)[CH:18]=[N:17]1.C1(P(C2CCCCC2)C2C=CC=CC=2C2C(OC(C)C)=CC=CC=2OC(C)C)CCCCC1.COC(C)(C)C.C(O[Na])(C)(C)C. Product: [CH3:14][N:4]1[C:5]2[CH2:10][CH2:9][N:8]([C:11](=[O:13])[CH3:12])[CH2:7][C:6]=2[C:2]([N:27]2[C:28]3[C:24](=[CH:23][CH:22]=[C:21]([C:19]4[CH:18]=[N:17][N:16]([CH3:15])[CH:20]=4)[CH:29]=3)[CH2:25][CH2:26]2)=[N:3]1. The catalyst class is: 38.